This data is from Reaction yield outcomes from USPTO patents with 853,638 reactions. The task is: Predict the reaction yield, written as a fraction of the theoretical maximum amount of product (1.0 means a 100% yield; for example, 0.34 means a 34% yield). The reactants are BrC1C=CC=C2C=1C(F)(F)[C:5](=[O:11])N2.[F:14][C:15]1([F:26])[C:23]2[C:18](=[CH:19][CH:20]=[C:21]([F:24])[CH:22]=2)[NH:17][C:16]1=[O:25].FC(F)(F)C(OCC)=O. The catalyst is CN(C)C=O. The product is [F:26][C:15]1([F:14])[C:23]2[C:22]([CH:5]=[O:11])=[C:21]([F:24])[CH:20]=[CH:19][C:18]=2[NH:17][C:16]1=[O:25]. The yield is 0.180.